Predict the product of the given reaction. From a dataset of Forward reaction prediction with 1.9M reactions from USPTO patents (1976-2016). The product is: [Br:1][C:2]1[N:7]=[CH:6][C:5]2[CH:8]=[C:9]([CH:15]([O:16][CH2:17][CH3:18])[O:19][CH2:20][CH3:21])[NH:10][C:4]=2[CH:3]=1. Given the reactants [Br:1][C:2]1[N:7]=[CH:6][C:5]2[CH:8]=[C:9]([CH:15]([O:19][CH2:20][CH3:21])[O:16][CH2:17][CH3:18])[N:10](S(C)(=O)=O)[C:4]=2[CH:3]=1.[OH-].[Na+].O, predict the reaction product.